Predict the product of the given reaction. From a dataset of Forward reaction prediction with 1.9M reactions from USPTO patents (1976-2016). Given the reactants [N-:1]=[N+]=[N-].[CH:17]1[CH:22]=[CH:21][C:20](P([C:17]2[CH:22]=[CH:21][CH:20]=[CH:19][CH:18]=2)[C:17]2[CH:22]=[CH:21][CH:20]=[CH:19][CH:18]=2)=[CH:19][CH:18]=1.O.[CH2:24]1C[O:27][CH2:26][CH2:25]1, predict the reaction product. The product is: [O:27]1[C:18]2[C:17](=[CH:22][CH:21]=[CH:20][CH:19]=2)[CH:24]([NH2:1])[CH2:25][CH2:26]1.